From a dataset of Reaction yield outcomes from USPTO patents with 853,638 reactions. Predict the reaction yield, written as a fraction of the theoretical maximum amount of product (1.0 means a 100% yield; for example, 0.34 means a 34% yield). (1) The reactants are [CH2:1]([O:3][CH:4]([O:18][CH2:19][CH3:20])[CH2:5][NH:6][CH2:7][C:8]1[C:17]2[C:12](=[CH:13][CH:14]=[CH:15][CH:16]=2)[CH:11]=[CH:10][CH:9]=1)[CH3:2].[CH:21]1[C:33]2[CH:32]([CH2:34][O:35][C:36]([NH:38][C@@H:39]([CH2:43][C:44]3[CH:49]=[CH:48][C:47]([O:50][C:51]([CH3:54])([CH3:53])[CH3:52])=[CH:46][CH:45]=3)[C:40](O)=[O:41])=[O:37])[C:31]3[C:26](=[CH:27][CH:28]=[CH:29][CH:30]=3)[C:25]=2[CH:24]=[CH:23][CH:22]=1. No catalyst specified. The product is [C:51]([O:50][C:47]1[CH:46]=[CH:45][C:44]([CH2:43][C@H:39]([NH:38][C:36](=[O:37])[O:35][CH2:34][CH:32]2[C:33]3[CH:21]=[CH:22][CH:23]=[CH:24][C:25]=3[C:26]3[C:31]2=[CH:30][CH:29]=[CH:28][CH:27]=3)[C:40]([N:6]([CH2:5][CH:4]([O:3][CH2:1][CH3:2])[O:18][CH2:19][CH3:20])[CH2:7][C:8]2[C:17]3[C:12](=[CH:13][CH:14]=[CH:15][CH:16]=3)[CH:11]=[CH:10][CH:9]=2)=[O:41])=[CH:49][CH:48]=1)([CH3:54])([CH3:52])[CH3:53]. The yield is 0.900. (2) The reactants are [F:1][C:2]1[CH:3]=[C:4]([CH:34]=[C:35]([F:37])[CH:36]=1)[CH2:5][C@H:6]1[C@@H:10]([C@H:11]2[CH2:15][C@@H:14]([O:16]CC=C)[CH2:13][N:12]2[CH:20]([C:27]2[CH:32]=[CH:31][CH:30]=[CH:29][CH:28]=2)[C:21]2[CH:26]=[CH:25][CH:24]=[CH:23][CH:22]=2)[O:9][C:8](=[O:33])[NH:7]1.C(O[C@H]1C[C@H]([C@H]2OC(=O)N[C@H]2CC2C=C(F)C=C(F)C=2)N(C(C2C=CC=CC=2)C2C=CC=CC=2)C1)(=O)C.C1(P(C2C=CC=CC=2)C2C=CC=CC=2)C=CC=CC=1.CCOC(/N=N/C(OCC)=O)=O.FC1C=C(C=C(F)C=1)C[C@H]1[C@@H]([C@H]2C[C@@H](O)CN2C(C2C=CC=CC=2)C2C=CC=CC=2)OC(=O)N1.C(O)(=O)C. The catalyst is C1COCC1.C(OCC)(=O)C.CCCCCC. The product is [F:37][C:35]1[CH:34]=[C:4]([CH:3]=[C:2]([F:1])[CH:36]=1)[CH2:5][C@H:6]1[C@@H:10]([C@H:11]2[CH2:15][C@H:14]([OH:16])[CH2:13][N:12]2[CH:20]([C:21]2[CH:22]=[CH:23][CH:24]=[CH:25][CH:26]=2)[C:27]2[CH:32]=[CH:31][CH:30]=[CH:29][CH:28]=2)[O:9][C:8](=[O:33])[NH:7]1. The yield is 0.810.